Predict which catalyst facilitates the given reaction. From a dataset of Catalyst prediction with 721,799 reactions and 888 catalyst types from USPTO. (1) Reactant: N1C(C)=CC=CC=1C.[F:9][C:10]([F:23])([F:22])[S:11]([O:14]S(C(F)(F)F)(=O)=O)(=[O:13])=[O:12].[Cl:24][C:25]1[CH:33]=[C:29]([C:30]([OH:32])=[O:31])[C:28](O)=[C:27]([N+:35]([O-:37])=[O:36])[CH:26]=1. Product: [Cl:24][C:25]1[CH:26]=[C:27]([N+:35]([O-:37])=[O:36])[C:28]([O:14][S:11]([C:10]([F:23])([F:22])[F:9])(=[O:13])=[O:12])=[C:29]([CH:33]=1)[C:30]([OH:32])=[O:31]. The catalyst class is: 2. (2) Reactant: [CH2:1]([O:3][C:4](=[O:41])[C:5]1[CH:10]=[C:9]([C:11]2[CH2:15][CH2:14][CH2:13][C:12]=2[C:16]2[CH:21]=[C:20]([C:22]([F:25])([F:24])[F:23])[CH:19]=[CH:18][C:17]=2[O:26][CH2:27][C:28]2[CH:33]=[CH:32][CH:31]=[CH:30][CH:29]=2)[CH:8]=[C:7]([NH:34][C:35](=[O:40])[CH2:36][CH2:37][CH2:38]Cl)[CH:6]=1)[CH3:2].[H-].[Na+].O. Product: [CH2:1]([O:3][C:4](=[O:41])[C:5]1[CH:10]=[C:9]([C:11]2[CH2:15][CH2:14][CH2:13][C:12]=2[C:16]2[CH:21]=[C:20]([C:22]([F:25])([F:24])[F:23])[CH:19]=[CH:18][C:17]=2[O:26][CH2:27][C:28]2[CH:33]=[CH:32][CH:31]=[CH:30][CH:29]=2)[CH:8]=[C:7]([N:34]2[CH2:38][CH2:37][CH2:36][C:35]2=[O:40])[CH:6]=1)[CH3:2]. The catalyst class is: 1. (3) Reactant: CC(C)([O-])C.[K+].CN(C)C=O.[O:12]1[CH2:16][CH2:15][C@H:14]([OH:17])[CH2:13]1.[Cl:18][C:19]1[CH:20]=[C:21]([NH:26][C:27]2[C:36]3[C:31](=[CH:32][C:33](F)=[C:34]([N+:37]([O-:39])=[O:38])[CH:35]=3)[N:30]=[CH:29][N:28]=2)[CH:22]=[CH:23][C:24]=1[F:25]. Product: [Cl:18][C:19]1[CH:20]=[C:21]([NH:26][C:27]2[C:36]3[C:31](=[CH:32][C:33]([O:17][C@H:14]4[CH2:15][CH2:16][O:12][CH2:13]4)=[C:34]([N+:37]([O-:39])=[O:38])[CH:35]=3)[N:30]=[CH:29][N:28]=2)[CH:22]=[CH:23][C:24]=1[F:25]. The catalyst class is: 6. (4) Reactant: ClC(Cl)(O[C:5](=[O:11])OC(Cl)(Cl)Cl)Cl.[Cl:13][C:14]1[C:21]([Cl:22])=[CH:20][CH:19]=[CH:18][C:15]=1[CH2:16][NH2:17].CCN(C(C)C)C(C)C.[CH3:32][NH:33][CH2:34][CH2:35][OH:36]. Product: [Cl:13][C:14]1[C:21]([Cl:22])=[CH:20][CH:19]=[CH:18][C:15]=1[CH2:16][NH:17][C:5](=[O:11])[N:33]([CH2:34][CH2:35][OH:36])[CH3:32]. The catalyst class is: 1.